From a dataset of Reaction yield outcomes from USPTO patents with 853,638 reactions. Predict the reaction yield, written as a fraction of the theoretical maximum amount of product (1.0 means a 100% yield; for example, 0.34 means a 34% yield). (1) The reactants are [Br:1][C:2]1[CH:7]=[CH:6][C:5]([F:8])=[CH:4][C:3]=1[OH:9].C(=O)([O-])[O-].[K+].[K+].[CH2:16](Br)[CH:17]=[CH2:18].C(C1C(C(F)(F)F)=CC=C(Cl)C=1O)C=C. No catalyst specified. The product is [CH2:18]([O:9][C:3]1[CH:4]=[C:5]([F:8])[CH:6]=[CH:7][C:2]=1[Br:1])[CH:17]=[CH2:16]. The yield is 0.990. (2) The reactants are [CH3:1][O:2][C:3]1[CH:12]=[C:11]2[C:6]([C:7]([S:13][C:14]3[S:15][C:16]([N+:19]([O-])=O)=[CH:17][CH:18]=3)=[CH:8][CH:9]=[N:10]2)=[CH:5][C:4]=1[C:22]([NH2:24])=[O:23].[Cl-].[NH4+].C(O)C.O. The catalyst is [Fe].CO.C(OCC)(=O)C.CN(C)C=O. The product is [NH2:19][C:16]1[S:15][C:14]([S:13][C:7]2[C:6]3[C:11](=[CH:12][C:3]([O:2][CH3:1])=[C:4]([C:22]([NH2:24])=[O:23])[CH:5]=3)[N:10]=[CH:9][CH:8]=2)=[CH:18][CH:17]=1. The yield is 0.560. (3) The reactants are [OH:1][C:2]1[CH:9]=[CH:8][C:7]([N+:10]([O-:12])=[O:11])=[CH:6][C:3]=1[CH:4]=[O:5].[BH4-].[Na+].Cl. The catalyst is [OH-].[Na+].CO. The product is [OH:5][CH2:4][C:3]1[CH:6]=[C:7]([N+:10]([O-:12])=[O:11])[CH:8]=[CH:9][C:2]=1[OH:1]. The yield is 1.00. (4) The reactants are C([O:8][C:9]1[CH:14]=[CH:13][C:12]([N+:15]([O-])=O)=[C:11]([F:18])[C:10]=1[F:19])C1C=CC=CC=1. The catalyst is CO.C1COCC1.[Pd]. The product is [NH2:15][C:12]1[CH:13]=[CH:14][C:9]([OH:8])=[C:10]([F:19])[C:11]=1[F:18]. The yield is 0.840. (5) The reactants are Br[CH2:2][C:3]1[CH:8]=[CH:7][CH:6]=[C:5]([CH2:9][Br:10])[N:4]=1.[O:11]1[CH2:15][CH2:14][CH2:13][CH:12]1[CH2:16][OH:17]. No catalyst specified. The product is [Br:10][CH2:9][C:5]1[CH:6]=[CH:7][CH:8]=[C:3]([CH2:2][O:17][CH2:16][CH:12]2[CH2:13][CH2:14][CH2:15][O:11]2)[N:4]=1. The yield is 0.190. (6) The reactants are [F:1][C:2]([F:19])([F:18])[CH2:3][CH2:4][C:5]([C:7]1[CH:17]=[CH:16][C:10]([C:11]([O:13][CH2:14][CH3:15])=[O:12])=[CH:9][CH:8]=1)=O.[F:20][C:21]([F:35])([F:34])[C:22]1[CH:23]=[N:24][N:25]([C:27]2[N:32]=[CH:31][C:30]([NH2:33])=[CH:29][CH:28]=2)[CH:26]=1.[B][B][B][B][B][B][B][B][B][B]. The catalyst is CO. The product is [F:1][C:2]([F:19])([F:18])[CH2:3][CH2:4][CH:5]([C:7]1[CH:17]=[CH:16][C:10]([C:11]([O:13][CH2:14][CH3:15])=[O:12])=[CH:9][CH:8]=1)[NH:33][C:30]1[CH:31]=[N:32][C:27]([N:25]2[CH:26]=[C:22]([C:21]([F:35])([F:34])[F:20])[CH:23]=[N:24]2)=[CH:28][CH:29]=1. The yield is 0.420.